Task: Predict the reaction yield, written as a fraction of the theoretical maximum amount of product (1.0 means a 100% yield; for example, 0.34 means a 34% yield).. Dataset: Reaction yield outcomes from USPTO patents with 853,638 reactions (1) The reactants are [NH:1]1[C:9]2[C:4](=[CH:5][CH:6]=[CH:7][CH:8]=2)[C@@:3]2([C:21]3[C:12](=[CH:13][C:14]4[O:19][CH2:18][CH2:17][O:16][C:15]=4[CH:20]=3)[O:11][CH2:10]2)[C:2]1=[O:22].C(=O)([O-])[O-].[Cs+].[Cs+].Br[CH2:30][C:31]1[C:36]([C:37]([F:40])([F:39])[F:38])=[CH:35][CH:34]=[CH:33][N:32]=1. The catalyst is O1CCOCC1. The product is [F:40][C:37]([F:38])([F:39])[C:36]1[C:31]([CH2:30][N:1]2[C:9]3[C:4](=[CH:5][CH:6]=[CH:7][CH:8]=3)[C@@:3]3([C:21]4[C:12](=[CH:13][C:14]5[O:19][CH2:18][CH2:17][O:16][C:15]=5[CH:20]=4)[O:11][CH2:10]3)[C:2]2=[O:22])=[N:32][CH:33]=[CH:34][CH:35]=1. The yield is 0.770. (2) The reactants are [F:1][C:2]([F:33])([F:32])[C:3]1[CH:4]=[C:5]([CH:29]=[CH:30][CH:31]=1)[CH2:6][NH:7][C:8](=[O:28])[C:9]1[CH:14]=[CH:13][N:12]=[C:11]([C:15]2[CH:20]=[C:19]([N:21]3[CH2:26][CH2:25][CH2:24][CH2:23][CH2:22]3)[CH:18]=[CH:17][C:16]=2[NH2:27])[CH:10]=1.[OH:34][C:35]1[CH:36]=[C:37]([CH:41]=[CH:42][CH:43]=1)[C:38](O)=[O:39].C(N(C(C)C)CC)(C)C.CN(C(ON1N=NC2C=CC=NC1=2)=[N+](C)C)C.F[P-](F)(F)(F)(F)F. The catalyst is CN(C=O)C. The product is [OH:34][C:35]1[CH:36]=[C:37]([CH:41]=[CH:42][CH:43]=1)[C:38]([NH:27][C:16]1[CH:17]=[CH:18][C:19]([N:21]2[CH2:26][CH2:25][CH2:24][CH2:23][CH2:22]2)=[CH:20][C:15]=1[C:11]1[CH:10]=[C:9]([CH:14]=[CH:13][N:12]=1)[C:8]([NH:7][CH2:6][C:5]1[CH:29]=[CH:30][CH:31]=[C:3]([C:2]([F:1])([F:32])[F:33])[CH:4]=1)=[O:28])=[O:39]. The yield is 0.300. (3) The reactants are [F:1][C:2]1[N:11]=[C:10](F)[CH:9]=[CH:8][C:3]=1[C:4]([O:6][CH3:7])=[O:5].C(N(CC)CC)C.[N:20]1([C:26]([O:28][C:29]([CH3:32])([CH3:31])[CH3:30])=[O:27])[CH2:25][CH2:24][NH:23][CH2:22][CH2:21]1. The catalyst is CN(C=O)C.C(OCC)(=O)C. The product is [F:1][C:2]1[N:11]=[C:10]([N:23]2[CH2:22][CH2:21][N:20]([C:26]([O:28][C:29]([CH3:32])([CH3:31])[CH3:30])=[O:27])[CH2:25][CH2:24]2)[CH:9]=[CH:8][C:3]=1[C:4]([O:6][CH3:7])=[O:5]. The yield is 0.680. (4) The reactants are C1(C)C=CC(S([O-])(=O)=O)=CC=1.[NH+]1C=CC=CC=1.O1CCCCC1[O:24][CH2:25][CH2:26][N:27]1[CH:32]=[CH:31][C:30]2[CH:33]=[CH:34][O:35][C:29]=2[C:28]1=[O:36].C(=O)([O-])O.[Na+]. The catalyst is CO. The product is [OH:24][CH2:25][CH2:26][N:27]1[CH:32]=[CH:31][C:30]2[CH:33]=[CH:34][O:35][C:29]=2[C:28]1=[O:36]. The yield is 0.730. (5) The reactants are Br[C:2]1[CH:7]=[CH:6][C:5]([C:8]([C:14]2[CH:15]=[N:16][CH:17]=[N:18][CH:19]=2)([OH:13])[C:9]([CH3:12])([CH3:11])[CH3:10])=[C:4]([CH3:20])[CH:3]=1.[CH3:21][C:22]1([CH3:38])[C:26]([CH3:28])([CH3:27])[O:25][B:24]([B:24]2[O:25][C:26]([CH3:28])([CH3:27])[C:22]([CH3:38])([CH3:21])[O:23]2)[O:23]1.C([O-])(=O)C.[K+]. The catalyst is C1C=CC(P(C2C=CC=CC=2)[C-]2C=CC=C2)=CC=1.C1C=CC(P(C2C=CC=CC=2)[C-]2C=CC=C2)=CC=1.Cl[Pd]Cl.[Fe+2]. The product is [CH3:10][C:9]([CH3:12])([CH3:11])[C:8]([C:5]1[CH:6]=[CH:7][C:2]([B:24]2[O:25][C:26]([CH3:28])([CH3:27])[C:22]([CH3:38])([CH3:21])[O:23]2)=[CH:3][C:4]=1[CH3:20])([C:14]1[CH:15]=[N:16][CH:17]=[N:18][CH:19]=1)[OH:13]. The yield is 0.930. (6) The reactants are C([O:8][C:9]([C:11]1[CH:12]=[C:13]([C:17]2[C:25]3[C:20](=[N:21][C:22]([C:29]4[CH:30]=[CH:31][C:32]([F:39])=[C:33]([CH:38]=4)[C:34]([O:36][CH3:37])=[O:35])=[CH:23][C:24]=3[C:26](=[O:28])[NH2:27])[N:19](C3CCCCO3)[N:18]=2)[CH:14]=[CH:15][CH:16]=1)=[O:10])C1C=CC=CC=1. The catalyst is S(=O)(=O)(O)O. The product is [C:26]([C:24]1[CH:23]=[C:22]([C:29]2[CH:30]=[CH:31][C:32]([F:39])=[C:33]([C:34]([O:36][CH3:37])=[O:35])[CH:38]=2)[N:21]=[C:20]2[NH:19][N:18]=[C:17]([C:13]3[CH:12]=[C:11]([CH:16]=[CH:15][CH:14]=3)[C:9]([OH:10])=[O:8])[C:25]=12)(=[O:28])[NH2:27]. The yield is 0.850. (7) The reactants are Cl[C:2]1[C:8]2[CH:9]=[CH:10][CH:11]=[CH:12][C:7]=2[O:6][C:5]2[CH:13]=[CH:14][CH:15]=[CH:16][C:4]=2[N:3]=1.[CH2:17]1[CH2:21]O[CH2:19][CH2:18]1.[Cl-].[Mg+2].[Cl-]. The catalyst is CN1CCCC1=O. The product is [CH2:21]([C:2]1[C:8]2[CH:9]=[CH:10][CH:11]=[CH:12][C:7]=2[O:6][C:5]2[CH:13]=[CH:14][CH:15]=[CH:16][C:4]=2[N:3]=1)[CH2:17][CH2:18][CH3:19]. The yield is 0.950.